Task: Predict the reaction yield, written as a fraction of the theoretical maximum amount of product (1.0 means a 100% yield; for example, 0.34 means a 34% yield).. Dataset: Reaction yield outcomes from USPTO patents with 853,638 reactions The reactants are [N:1]1[C:2]([CH2:10][CH2:11][N:12]2C(=O)C3C(=CC=CC=3)C2=O)=[CH:3][N:4]2[CH:9]=[CH:8][CH:7]=[CH:6][C:5]=12.[ClH:23]. No catalyst specified. The product is [ClH:23].[ClH:23].[N:1]1[C:2]([CH2:10][CH2:11][NH2:12])=[CH:3][N:4]2[CH:9]=[CH:8][CH:7]=[CH:6][C:5]=12. The yield is 0.720.